From a dataset of Forward reaction prediction with 1.9M reactions from USPTO patents (1976-2016). Predict the product of the given reaction. (1) Given the reactants Br[C:2]1[CH:7]=[CH:6][C:5]([CH3:8])=[CH:4][C:3]=1[F:9].CCCCCC.C([Li])CCC.[I:21]I.[Cl-].[NH4+], predict the reaction product. The product is: [F:9][C:3]1[CH:4]=[C:5]([CH3:8])[CH:6]=[CH:7][C:2]=1[I:21]. (2) Given the reactants [C:1]([O:5][C:6]([N:8]1[C:16]2[C:11](=[CH:12][C:13]([O:17]CC3C=CC=CC=3)=[CH:14][CH:15]=2)[CH2:10][CH2:9]1)=[O:7])([CH3:4])([CH3:3])[CH3:2], predict the reaction product. The product is: [C:1]([O:5][C:6]([N:8]1[C:16]2[C:11](=[CH:12][C:13]([OH:17])=[CH:14][CH:15]=2)[CH2:10][CH2:9]1)=[O:7])([CH3:4])([CH3:2])[CH3:3]. (3) Given the reactants [NH2:1][C:2]1[CH:7]=[CH:6][C:5](Br)=[CH:4][C:3]=1[NH:9][C:10]([N:12]1[CH2:16][CH2:15][CH2:14][CH2:13]1)=[O:11].[CH3:17][C:18]1([CH3:34])[C:22]([CH3:24])([CH3:23])[O:21][B:20]([B:20]2[O:21][C:22]([CH3:24])([CH3:23])[C:18]([CH3:34])([CH3:17])[O:19]2)[O:19]1.C([O-])(=[O:37])C.[K+].[OH2:40], predict the reaction product. The product is: [N+:1]([C:2]1[CH:7]=[CH:6][C:5]([B:20]2[O:21][C:22]([CH3:24])([CH3:23])[C:18]([CH3:34])([CH3:17])[O:19]2)=[CH:4][C:3]=1[NH:9][C:10]([N:12]1[CH2:16][CH2:15][CH2:14][CH2:13]1)=[O:11])([O-:37])=[O:40]. (4) Given the reactants [NH2:1][C:2]1[N:7]=[CH:6][C:5]([C:8]2[N:9]=[C:10]([N:27]3[CH2:32][CH2:31][O:30][CH2:29][CH2:28]3)[C:11]3[S:16][C:15]([C:17]4[CH:25]=[CH:24][C:20]([C:21](O)=[O:22])=[CH:19][C:18]=4[CH3:26])=[CH:14][C:12]=3[N:13]=2)=[CH:4][N:3]=1.[OH:33][CH:34]1[CH2:39][CH2:38][NH:37][CH2:36][CH2:35]1, predict the reaction product. The product is: [NH2:1][C:2]1[N:3]=[CH:4][C:5]([C:8]2[N:9]=[C:10]([N:27]3[CH2:32][CH2:31][O:30][CH2:29][CH2:28]3)[C:11]3[S:16][C:15]([C:17]4[CH:25]=[CH:24][C:20]([C:21]([N:37]5[CH2:38][CH2:39][CH:34]([OH:33])[CH2:35][CH2:36]5)=[O:22])=[CH:19][C:18]=4[CH3:26])=[CH:14][C:12]=3[N:13]=2)=[CH:6][N:7]=1. (5) Given the reactants [OH:1][CH:2]([C:41]1[CH:46]=[CH:45][CH:44]=[C:43]([C:47]([F:50])([F:49])[F:48])[CH:42]=1)[C:3]1[CH:8]=[CH:7][N:6]=[C:5]([C:9]2[CH:14]=[C:13]([N:15]3[CH2:20][CH2:19][CH2:18][CH2:17][CH2:16]3)[CH:12]=[CH:11][C:10]=2[NH:21][C:22]([C:24]2[CH:25]=[C:26]([CH:38]=[CH:39][CH:40]=2)[CH2:27][S:28][CH2:29][CH2:30][C:31]([O:33][C:34]([CH3:37])([CH3:36])[CH3:35])=[O:32])=[O:23])[CH:4]=1.C(N(C(C)C)CC)(C)C.CS(C)=O, predict the reaction product. The product is: [N:15]1([C:13]2[CH:12]=[CH:11][C:10]([NH:21][C:22]([C:24]3[CH:25]=[C:26]([CH:38]=[CH:39][CH:40]=3)[CH2:27][S:28][CH2:29][CH2:30][C:31]([O:33][C:34]([CH3:37])([CH3:36])[CH3:35])=[O:32])=[O:23])=[C:9]([C:5]3[CH:4]=[C:3]([C:2](=[O:1])[C:41]4[CH:46]=[CH:45][CH:44]=[C:43]([C:47]([F:50])([F:48])[F:49])[CH:42]=4)[CH:8]=[CH:7][N:6]=3)[CH:14]=2)[CH2:20][CH2:19][CH2:18][CH2:17][CH2:16]1.